This data is from Reaction yield outcomes from USPTO patents with 853,638 reactions. The task is: Predict the reaction yield, written as a fraction of the theoretical maximum amount of product (1.0 means a 100% yield; for example, 0.34 means a 34% yield). (1) The reactants are [CH3:1][C@@H:2]1[C@H:6]([C:7]2[CH:12]=[CH:11][CH:10]=[CH:9][CH:8]=2)[O:5][C:4](=[O:13])[N:3]1[C:14](=[O:24])[CH2:15][CH2:16][C@H:17]([CH3:23])[CH2:18][CH2:19][CH2:20][CH2:21][CH3:22].C[C@@H](CCCCC)CCC(O)=O. No catalyst specified. The product is [CH3:1][C@@H:2]1[C@H:6]([C:7]2[CH:12]=[CH:11][CH:10]=[CH:9][CH:8]=2)[O:5][C:4](=[O:13])[N:3]1[C:14](=[O:24])[CH2:15][CH2:16][C@@H:17]([CH3:23])[CH2:18][CH2:19][CH2:20][CH2:21][CH3:22]. The yield is 1.00. (2) The yield is 0.700. The reactants are ClCCl.[OH:4][CH2:5][C:6]1[CH:11]=[CH:10][C:9]([OH:12])=[CH:8][CH:7]=1.[CH3:13][Si:14](Cl)([CH3:16])[CH3:15].[Na+].[Cl-]. The catalyst is C(N(CC)CC)C. The product is [CH3:13][Si:14]([CH3:16])([CH3:15])[O:4][CH2:5][C:6]1[CH:11]=[CH:10][C:9]([OH:12])=[CH:8][CH:7]=1. (3) The reactants are [CH2:1]([O:3][C:4]1[CH:13]=[CH:12][C:7]2[N:8]=[C:9]([NH2:11])[S:10][C:6]=2[CH:5]=1)[CH3:2].[F:14][C:15]1[CH:23]=[CH:22][C:18]([C:19](Cl)=[O:20])=[CH:17][C:16]=1[C:24]([F:27])([F:26])[F:25].Br[CH:29]([CH2:34][CH3:35])[C:30]([O:32]C)=[O:31].COC1C=CC2N=C(N)SC=2C=1.ClC1C=C(C=CC=1)C(Cl)=O.BrCC(OCC)=O. No catalyst specified. The product is [CH2:1]([O:3][C:4]1[CH:13]=[CH:12][C:7]2[N:8]([CH:29]([CH2:34][CH3:35])[C:30]([OH:32])=[O:31])[C:9](=[N:11][C:19](=[O:20])[C:18]3[CH:22]=[CH:23][C:15]([F:14])=[C:16]([C:24]([F:27])([F:26])[F:25])[CH:17]=3)[S:10][C:6]=2[CH:5]=1)[CH3:2]. The yield is 0.120. (4) The reactants are [Na+].[CH:2]1([C:5]2[O:9][C:8]([NH:10][C:11]3[CH:16]=[CH:15][C:14]([C:17]4[CH:22]=[CH:21][C:20]([C:23]56[CH2:30][CH2:29][C:26]([CH2:31][C:32]([O-:34])=[O:33])([CH2:27][CH2:28]5)[O:25][CH2:24]6)=[CH:19][CH:18]=4)=[CH:13][CH:12]=3)=[N:7][N:6]=2)[CH2:4][CH2:3]1.Cl. The catalyst is O. The product is [CH:2]1([C:5]2[O:9][C:8]([NH:10][C:11]3[CH:12]=[CH:13][C:14]([C:17]4[CH:22]=[CH:21][C:20]([C:23]56[CH2:30][CH2:29][C:26]([CH2:31][C:32]([OH:34])=[O:33])([CH2:27][CH2:28]5)[O:25][CH2:24]6)=[CH:19][CH:18]=4)=[CH:15][CH:16]=3)=[N:7][N:6]=2)[CH2:3][CH2:4]1. The yield is 0.990. (5) The reactants are [C:1]([O:5][C:6]([NH:8][CH2:9][C:10]([CH3:40])([CH3:39])[CH2:11][O:12][C:13]1[CH:37]=[C:36](F)[CH:35]=[CH:34][C:14]=1[C:15]([NH:17][C:18]1[CH:33]=[CH:32][CH:31]=[CH:30][C:19]=1[C:20]([NH:22][C:23]1[CH:28]=[CH:27][C:26]([Cl:29])=[CH:25][N:24]=1)=[O:21])=[O:16])=[O:7])([CH3:4])([CH3:3])[CH3:2].[NH:41]1[CH2:45][CH2:44][CH2:43][CH2:42]1. No catalyst specified. The product is [C:1]([O:5][C:6]([NH:8][CH2:9][C:10]([CH3:40])([CH3:39])[CH2:11][O:12][C:13]1[CH:37]=[C:36]([N:41]2[CH2:45][CH2:44][CH2:43][CH2:42]2)[CH:35]=[CH:34][C:14]=1[C:15]([NH:17][C:18]1[CH:33]=[CH:32][CH:31]=[CH:30][C:19]=1[C:20]([NH:22][C:23]1[CH:28]=[CH:27][C:26]([Cl:29])=[CH:25][N:24]=1)=[O:21])=[O:16])=[O:7])([CH3:4])([CH3:3])[CH3:2]. The yield is 0.430. (6) The reactants are C[O:2][C:3]([C:5]1[C:14]2[C:9](=[C:10]([NH:15][S:16]([C:19]3[CH:24]=[CH:23][CH:22]=[CH:21][CH:20]=3)(=[O:18])=[O:17])[CH:11]=[CH:12][CH:13]=2)[N:8]=[CH:7][CH:6]=1)=O.[CH3:25][NH2:26]. No catalyst specified. The product is [CH3:25][NH:26][C:3]([C:5]1[C:14]2[C:9](=[C:10]([NH:15][S:16]([C:19]3[CH:20]=[CH:21][CH:22]=[CH:23][CH:24]=3)(=[O:18])=[O:17])[CH:11]=[CH:12][CH:13]=2)[N:8]=[CH:7][CH:6]=1)=[O:2]. The yield is 0.500. (7) The reactants are [Cl:1][C:2]1[CH:7]=[CH:6][C:5]([C:8]2[N:12]([CH2:13][CH2:14][CH2:15][N:16]3[CH2:21][CH2:20][CH:19]([C:22]4[CH:27]=[CH:26][CH:25]=[C:24]([NH:28]C(=O)C)[CH:23]=4)[CH2:18][CH2:17]3)[C:11]3[CH:32]=[CH:33][CH:34]=[CH:35][C:10]=3[N:9]=2)=[CH:4][CH:3]=1.Cl. The catalyst is CO. The product is [Cl:1][C:2]1[CH:7]=[CH:6][C:5]([C:8]2[N:12]([CH2:13][CH2:14][CH2:15][N:16]3[CH2:17][CH2:18][CH:19]([C:22]4[CH:27]=[CH:26][CH:25]=[C:24]([NH2:28])[CH:23]=4)[CH2:20][CH2:21]3)[C:11]3[CH:32]=[CH:33][CH:34]=[CH:35][C:10]=3[N:9]=2)=[CH:4][CH:3]=1. The yield is 0.870.